This data is from Reaction yield outcomes from USPTO patents with 853,638 reactions. The task is: Predict the reaction yield, written as a fraction of the theoretical maximum amount of product (1.0 means a 100% yield; for example, 0.34 means a 34% yield). (1) The reactants are [F:1][C:2]1[CH:38]=[CH:37][C:5]([CH2:6][O:7][C:8]2[C:17]3[C:16]([CH3:19])([CH3:18])[CH2:15][CH2:14][C:13]([CH3:21])([CH3:20])[C:12]=3[CH:11]=[C:10]([C:22]([C:24]3[CH:25]=[C:26]4[C:31](=[CH:32][CH:33]=3)[CH:30]=[C:29]([C:34]([O-:36])=[O:35])[CH:28]=[CH:27]4)=[O:23])[CH:9]=2)=[CH:4][CH:3]=1.[BH4-].[Na+].[Cl-].[NH4+]. The catalyst is C1COCC1.CO. The product is [F:1][C:2]1[CH:38]=[CH:37][C:5]([CH2:6][O:7][C:8]2[C:17]3[C:16]([CH3:19])([CH3:18])[CH2:15][CH2:14][C:13]([CH3:20])([CH3:21])[C:12]=3[CH:11]=[C:10]([CH:22]([C:24]3[CH:25]=[C:26]4[C:31](=[CH:32][CH:33]=3)[CH:30]=[C:29]([C:34]([OH:36])=[O:35])[CH:28]=[CH:27]4)[OH:23])[CH:9]=2)=[CH:4][CH:3]=1. The yield is 0.890. (2) The catalyst is COCCOC.O.CCO. The yield is 0.110. The reactants are N#N.Br[C:4]1[CH:5]=[C:6]2[C:11](=[CH:12][CH:13]=1)[O:10][C:9](=[O:14])[CH:8]=[C:7]2[NH:15][CH:16]1[CH2:21][CH2:20][N:19]([CH2:22][CH:23]=[CH:24][C:25]2[CH:30]=[CH:29][CH:28]=[CH:27][CH:26]=2)[CH2:18][CH2:17]1.C([O-])([O-])=O.[Cs+].[Cs+].[Cl:37][C:38]1[CH:39]=[C:40](B(O)O)[CH:41]=[CH:42][CH:43]=1. The product is [Cl:37][C:38]1[CH:43]=[C:42]([C:4]2[CH:5]=[C:6]3[C:11](=[CH:12][CH:13]=2)[O:10][C:9](=[O:14])[CH:8]=[C:7]3[NH:15][CH:16]2[CH2:21][CH2:20][N:19]([CH2:22][CH:23]=[CH:24][C:25]3[CH:26]=[CH:27][CH:28]=[CH:29][CH:30]=3)[CH2:18][CH2:17]2)[CH:41]=[CH:40][CH:39]=1. (3) The reactants are [C:1]([O:5][C:6](=[O:9])[CH2:7][NH2:8])([CH3:4])([CH3:3])[CH3:2].[CH:10](=O)[CH2:11][CH:12]([CH3:14])[CH3:13]. The catalyst is C(Cl)Cl. The product is [C:1]([O:5][C:6](=[O:9])[CH2:7]/[N:8]=[CH:10]/[CH2:11][CH:12]([CH3:14])[CH3:13])([CH3:4])([CH3:3])[CH3:2]. The yield is 0.980.